This data is from Forward reaction prediction with 1.9M reactions from USPTO patents (1976-2016). The task is: Predict the product of the given reaction. Given the reactants [O:1]1[C:5]2[CH:6]=[CH:7][C:8]([C:10]3[C:19]4[C:14](=[CH:15][C:16]([O:20][CH3:21])=[CH:17][CH:18]=4)[C:13]([Cl:22])=[N:12][N:11]=3)=[CH:9][C:4]=2[O:3][CH2:2]1.[NH2:23][CH:24]1[CH2:29][CH2:28][N:27]([CH2:30][C:31]2[CH:40]=[CH:39][C:38]3[C:33](=[CH:34][CH:35]=[CH:36][CH:37]=3)[CH:32]=2)[CH2:26][CH2:25]1, predict the reaction product. The product is: [ClH:22].[ClH:22].[O:1]1[C:5]2[CH:6]=[CH:7][C:8]([C:10]3[C:19]4[C:14](=[CH:15][C:16]([O:20][CH3:21])=[CH:17][CH:18]=4)[C:13]([NH:23][CH:24]4[CH2:25][CH2:26][N:27]([CH2:30][C:31]5[CH:40]=[CH:39][C:38]6[C:33](=[CH:34][CH:35]=[CH:36][CH:37]=6)[CH:32]=5)[CH2:28][CH2:29]4)=[N:12][N:11]=3)=[CH:9][C:4]=2[O:3][CH2:2]1.